From a dataset of Full USPTO retrosynthesis dataset with 1.9M reactions from patents (1976-2016). Predict the reactants needed to synthesize the given product. (1) Given the product [Br:1][C:2]1[CH:3]=[C:4]2[C:9]([NH:18][CH:16]([CH3:17])[CH3:15])=[C:8]([C:11]([NH2:13])=[O:12])[CH:7]=[N:6][N:5]2[CH:14]=1, predict the reactants needed to synthesize it. The reactants are: [Br:1][C:2]1[CH:3]=[C:4]2[C:9](Cl)=[C:8]([C:11]([NH2:13])=[O:12])[CH:7]=[N:6][N:5]2[CH:14]=1.[CH3:15][CH:16]([NH2:18])[CH3:17]. (2) Given the product [CH:17]1([N:16]2[C:15]3[C:14]4[CH:13]=[CH:12][CH:11]=[C:10]([O:22][CH3:23])[C:9]=4[N:8]=[CH:7][C:6]=3[C:4](=[O:5])[N:27]([CH2:24][CH2:25][CH3:26])[C:28]2=[O:29])[CH2:18][CH2:19][CH2:20][CH2:21]1, predict the reactants needed to synthesize it. The reactants are: C(O[C:4]([C:6]1[CH:7]=[N:8][C:9]2[C:14]([C:15]=1[NH:16][CH:17]1[CH2:21][CH2:20][CH2:19][CH2:18]1)=[CH:13][CH:12]=[CH:11][C:10]=2[O:22][CH3:23])=[O:5])C.[CH2:24]([N:27]=[C:28]=[O:29])[CH2:25][CH3:26]. (3) The reactants are: Cl[CH2:2][C:3]1[C:4]([C:9]2[CH:14]=[CH:13][C:12]([C:15]([F:18])([F:17])[F:16])=[CH:11][CH:10]=2)=[N:5][O:6][C:7]=1[CH3:8].C(OCC)(=O)[CH2:20][C:21]([O:23]CC)=[O:22].[H-].[Na+].Cl. Given the product [CH3:8][C:7]1[O:6][N:5]=[C:4]([C:9]2[CH:14]=[CH:13][C:12]([C:15]([F:18])([F:17])[F:16])=[CH:11][CH:10]=2)[C:3]=1[CH2:2][CH2:20][C:21]([OH:23])=[O:22], predict the reactants needed to synthesize it. (4) Given the product [NH:26]1[C:2]2[CH:3]=[CH:4][CH:5]=[N:6][C:7]=2[NH:29][CH2:28][CH2:27]1, predict the reactants needed to synthesize it. The reactants are: Br[C:2]1[CH:3]=[C:4](S(N)(=O)=O)[CH:5]=[N:6][C:7]=1Cl.BrC1C=CC(S(Cl)(=O)=O)=NC=1Cl.C[N:26](C)[CH2:27][CH2:28][N:29](C)C. (5) The reactants are: Br[CH2:2]C1C=CC(F)=CC=1.Br.Br[CH2:12][C:13]1[CH:14]=[N:15][CH:16]=[CH:17][CH:18]=1.[O:19]=[C:20]1[NH:24][CH2:23][CH2:22][N:21]1[C:25]1[CH:26]=[C:27]([CH:31]=[CH:32][N:33]=1)[C:28]([O-:30])=[O:29]. Given the product [O:19]=[C:20]1[N:24]([CH2:12][C:13]2[CH:14]=[N:15][CH:16]=[CH:17][CH:18]=2)[CH2:23][CH2:22][N:21]1[C:25]1[CH:26]=[C:27]([CH:31]=[CH:32][N:33]=1)[C:28]([O:30][CH3:2])=[O:29], predict the reactants needed to synthesize it.